This data is from NCI-60 drug combinations with 297,098 pairs across 59 cell lines. The task is: Regression. Given two drug SMILES strings and cell line genomic features, predict the synergy score measuring deviation from expected non-interaction effect. (1) Synergy scores: CSS=12.2, Synergy_ZIP=-5.21, Synergy_Bliss=-1.35, Synergy_Loewe=-12.3, Synergy_HSA=-0.149. Drug 1: CC1CCC2CC(C(=CC=CC=CC(CC(C(=O)C(C(C(=CC(C(=O)CC(OC(=O)C3CCCCN3C(=O)C(=O)C1(O2)O)C(C)CC4CCC(C(C4)OC)OCCO)C)C)O)OC)C)C)C)OC. Drug 2: C1CN(P(=O)(OC1)NCCCl)CCCl. Cell line: HOP-62. (2) Drug 1: CC1=C(C=C(C=C1)C(=O)NC2=CC(=CC(=C2)C(F)(F)F)N3C=C(N=C3)C)NC4=NC=CC(=N4)C5=CN=CC=C5. Drug 2: CS(=O)(=O)CCNCC1=CC=C(O1)C2=CC3=C(C=C2)N=CN=C3NC4=CC(=C(C=C4)OCC5=CC(=CC=C5)F)Cl. Cell line: OVCAR3. Synergy scores: CSS=4.65, Synergy_ZIP=-2.05, Synergy_Bliss=-1.31, Synergy_Loewe=-10.9, Synergy_HSA=-9.00. (3) Synergy scores: CSS=35.4, Synergy_ZIP=-5.82, Synergy_Bliss=1.64, Synergy_Loewe=-6.60, Synergy_HSA=1.90. Cell line: IGROV1. Drug 2: CCN(CC)CCNC(=O)C1=C(NC(=C1C)C=C2C3=C(C=CC(=C3)F)NC2=O)C. Drug 1: COC1=CC(=CC(=C1O)OC)C2C3C(COC3=O)C(C4=CC5=C(C=C24)OCO5)OC6C(C(C7C(O6)COC(O7)C8=CC=CS8)O)O. (4) Drug 1: C(CC(=O)O)C(=O)CN.Cl. Synergy scores: CSS=9.42, Synergy_ZIP=-3.54, Synergy_Bliss=-0.676, Synergy_Loewe=-1.92, Synergy_HSA=-1.43. Cell line: OVCAR-5. Drug 2: C1C(C(OC1N2C=NC3=C2NC=NCC3O)CO)O. (5) Drug 1: CC1OCC2C(O1)C(C(C(O2)OC3C4COC(=O)C4C(C5=CC6=C(C=C35)OCO6)C7=CC(=C(C(=C7)OC)O)OC)O)O. Drug 2: B(C(CC(C)C)NC(=O)C(CC1=CC=CC=C1)NC(=O)C2=NC=CN=C2)(O)O. Cell line: UACC62. Synergy scores: CSS=32.0, Synergy_ZIP=-8.75, Synergy_Bliss=1.38, Synergy_Loewe=0.742, Synergy_HSA=0.673. (6) Drug 1: C1CC(C1)(C(=O)O)C(=O)O.[NH2-].[NH2-].[Pt+2]. Drug 2: CS(=O)(=O)OCCCCOS(=O)(=O)C. Cell line: HT29. Synergy scores: CSS=1.71, Synergy_ZIP=-1.10, Synergy_Bliss=1.01, Synergy_Loewe=-1.07, Synergy_HSA=0.316.